From a dataset of Blood-brain barrier penetration binary classification data from Martins et al.. Regression/Classification. Given a drug SMILES string, predict its absorption, distribution, metabolism, or excretion properties. Task type varies by dataset: regression for continuous measurements (e.g., permeability, clearance, half-life) or binary classification for categorical outcomes (e.g., BBB penetration, CYP inhibition). Dataset: bbb_martins. (1) The result is 1 (penetrates BBB). The drug is CCC1(c2ccccc2)C(=O)NC(=O)N1C. (2) The drug is CN(C)[C@@H]1C(=O)/C(=C(\N)O)C(=O)[C@@]2(O)C(=O)C3=C(O)c4c(O)ccc(Cl)c4[C@@H](O)[C@H]3C[C@@H]12. The result is 0 (does not penetrate BBB). (3) The drug is CC(=O)NCCCN1CCN(c2cc(Cl)ccc2Cl)CC1. The result is 1 (penetrates BBB).